From a dataset of Reaction yield outcomes from USPTO patents with 853,638 reactions. Predict the reaction yield, written as a fraction of the theoretical maximum amount of product (1.0 means a 100% yield; for example, 0.34 means a 34% yield). (1) The reactants are [H-].[Na+].[CH3:3][O:4][C:5]1[CH:6]=[CH:7][C:8]([CH2:11][OH:12])=[CH:9][CH:10]=1.C1OCCOCCOCCOCCOC1.[Cl:28][C:29]1[CH:38]=[C:37](Cl)[C:36]2[C:31](=[C:32]([Cl:42])[C:33]([O:40][CH3:41])=[CH:34][CH:35]=2)[N:30]=1.[NH4+].[Cl-]. The catalyst is CN(C=O)C.C(OCC)(=O)C.O. The product is [CH3:3][O:4][C:5]1[CH:10]=[CH:9][C:8]([CH2:11][O:12][C:37]2[C:36]3[C:31](=[C:32]([Cl:42])[C:33]([O:40][CH3:41])=[CH:34][CH:35]=3)[N:30]=[C:29]([Cl:28])[CH:38]=2)=[CH:7][CH:6]=1. The yield is 0.560. (2) The reactants are Cl[C:2]1[CH:3]=[CH:4][C:5]([N+:26]([O-:28])=[O:27])=[C:6]([CH:25]=1)[C:7]([NH:9][C:10]1[S:11][C:12]([C:15]2[CH:20]=[CH:19][CH:18]=[C:17]([C:21]([F:24])([F:23])[F:22])[CH:16]=2)=[CH:13][N:14]=1)=[O:8].[NH:29]1[CH2:34][CH2:33][CH2:32][CH2:31][CH2:30]1. The catalyst is CN(C)C=O.C(OCC)(=O)C. The product is [N+:26]([C:5]1[CH:4]=[CH:3][C:2]([N:29]2[CH2:34][CH2:33][CH2:32][CH2:31][CH2:30]2)=[CH:25][C:6]=1[C:7]([NH:9][C:10]1[S:11][C:12]([C:15]2[CH:20]=[CH:19][CH:18]=[C:17]([C:21]([F:24])([F:23])[F:22])[CH:16]=2)=[CH:13][N:14]=1)=[O:8])([O-:28])=[O:27]. The yield is 0.760.